From a dataset of NCI-60 drug combinations with 297,098 pairs across 59 cell lines. Regression. Given two drug SMILES strings and cell line genomic features, predict the synergy score measuring deviation from expected non-interaction effect. (1) Drug 1: CNC(=O)C1=CC=CC=C1SC2=CC3=C(C=C2)C(=NN3)C=CC4=CC=CC=N4. Drug 2: C1CC(=O)NC(=O)C1N2C(=O)C3=CC=CC=C3C2=O. Cell line: SNB-75. Synergy scores: CSS=5.13, Synergy_ZIP=-0.751, Synergy_Bliss=3.30, Synergy_Loewe=1.88, Synergy_HSA=3.09. (2) Drug 1: CN(C)C1=NC(=NC(=N1)N(C)C)N(C)C. Drug 2: C1CN(CCN1C(=O)CCBr)C(=O)CCBr. Cell line: UO-31. Synergy scores: CSS=1.28, Synergy_ZIP=-0.0510, Synergy_Bliss=0.0533, Synergy_Loewe=-8.17, Synergy_HSA=-3.00. (3) Drug 1: C1CCN(CC1)CCOC2=CC=C(C=C2)C(=O)C3=C(SC4=C3C=CC(=C4)O)C5=CC=C(C=C5)O. Drug 2: C1CN(CCN1C(=O)CCBr)C(=O)CCBr. Cell line: SF-539. Synergy scores: CSS=8.58, Synergy_ZIP=-4.17, Synergy_Bliss=-0.00764, Synergy_Loewe=1.13, Synergy_HSA=0.953. (4) Drug 1: CC1=C2C(C(=O)C3(C(CC4C(C3C(C(C2(C)C)(CC1OC(=O)C(C(C5=CC=CC=C5)NC(=O)OC(C)(C)C)O)O)OC(=O)C6=CC=CC=C6)(CO4)OC(=O)C)OC)C)OC. Drug 2: C1=CN(C=N1)CC(O)(P(=O)(O)O)P(=O)(O)O. Cell line: TK-10. Synergy scores: CSS=42.8, Synergy_ZIP=-2.53, Synergy_Bliss=-5.02, Synergy_Loewe=-5.58, Synergy_HSA=-2.96. (5) Drug 1: CC1=C(C(CCC1)(C)C)C=CC(=CC=CC(=CC(=O)O)C)C. Drug 2: CC(C)(C#N)C1=CC(=CC(=C1)CN2C=NC=N2)C(C)(C)C#N. Cell line: OVCAR3. Synergy scores: CSS=3.70, Synergy_ZIP=-0.918, Synergy_Bliss=0.878, Synergy_Loewe=-0.419, Synergy_HSA=0.0929. (6) Drug 1: CN(C(=O)NC(C=O)C(C(C(CO)O)O)O)N=O. Drug 2: CC(C)CN1C=NC2=C1C3=CC=CC=C3N=C2N. Cell line: U251. Synergy scores: CSS=-27.5, Synergy_ZIP=18.7, Synergy_Bliss=6.59, Synergy_Loewe=-1.97, Synergy_HSA=-22.5. (7) Drug 1: CS(=O)(=O)C1=CC(=C(C=C1)C(=O)NC2=CC(=C(C=C2)Cl)C3=CC=CC=N3)Cl. Drug 2: COC1=C(C=C2C(=C1)N=CN=C2NC3=CC(=C(C=C3)F)Cl)OCCCN4CCOCC4. Cell line: UACC62. Synergy scores: CSS=24.4, Synergy_ZIP=10.2, Synergy_Bliss=15.9, Synergy_Loewe=8.05, Synergy_HSA=15.7. (8) Drug 1: C1=CC(=CC=C1CC(C(=O)O)N)N(CCCl)CCCl.Cl. Drug 2: CC1CCC2CC(C(=CC=CC=CC(CC(C(=O)C(C(C(=CC(C(=O)CC(OC(=O)C3CCCCN3C(=O)C(=O)C1(O2)O)C(C)CC4CCC(C(C4)OC)O)C)C)O)OC)C)C)C)OC. Cell line: 786-0. Synergy scores: CSS=34.9, Synergy_ZIP=-4.42, Synergy_Bliss=-3.85, Synergy_Loewe=-1.22, Synergy_HSA=0.0330.